From a dataset of Full USPTO retrosynthesis dataset with 1.9M reactions from patents (1976-2016). Predict the reactants needed to synthesize the given product. (1) The reactants are: [Cl:1][C:2]1[CH:7]=[CH:6][C:5]([SH:8])=[CH:4][CH:3]=1.S(Cl)([Cl:12])(=O)=O. Given the product [Cl:1][C:2]1[CH:7]=[CH:6][C:5]([S:8][Cl:12])=[CH:4][CH:3]=1, predict the reactants needed to synthesize it. (2) The reactants are: Cl[C:2]1[N:7]=[C:6]([C:8]([F:11])([F:10])[F:9])[C:5]([C:12]([O:14][CH3:15])=[O:13])=[CH:4][N:3]=1.[C:16]([C:18]1[CH:19]=[C:20]([CH:22]=[CH:23][CH:24]=1)[NH2:21])#[N:17]. Given the product [CH3:15][O:14][C:12]([C:5]1[C:6]([C:8]([F:11])([F:10])[F:9])=[N:7][C:2]([NH:21][C:20]2[CH:22]=[CH:23][CH:24]=[C:18]([C:16]#[N:17])[CH:19]=2)=[N:3][CH:4]=1)=[O:13], predict the reactants needed to synthesize it. (3) Given the product [NH2:29][C:2]1[C:7]2[CH2:8][CH2:9][N:10]([C:11]([N:13]([CH3:15])[CH3:14])=[O:12])[C:6]=2[CH:5]=[CH:4][N:3]=1, predict the reactants needed to synthesize it. The reactants are: Cl[C:2]1[C:7]2[CH2:8][CH2:9][N:10]([C:11]([N:13]([CH3:15])[CH3:14])=[O:12])[C:6]=2[CH:5]=[CH:4][N:3]=1.C(=[NH:29])(C1C=CC=CC=1)C1C=CC=CC=1.CC([O-])(C)C.[Na+].C1C=CC(P(C2C(C3C(P(C4C=CC=CC=4)C4C=CC=CC=4)=CC=C4C=3C=CC=C4)=C3C(C=CC=C3)=CC=2)C2C=CC=CC=2)=CC=1.N#N.